Dataset: Full USPTO retrosynthesis dataset with 1.9M reactions from patents (1976-2016). Task: Predict the reactants needed to synthesize the given product. (1) The reactants are: [ClH:1].C(OCC)(=O)C.[Cl:8][C:9]1[N:10]=[C:11]([C:16]([NH:18][C@H:19]2[CH2:24][CH2:23][N:22]([C:25]3[S:26][C:27]([C:31]([NH:33][CH:34]4[CH2:39][CH2:38][N:37](C(OC(C)(C)C)=O)[CH2:36][CH2:35]4)=[O:32])=[C:28]([CH3:30])[N:29]=3)[CH2:21][C@H:20]2[O:47][CH3:48])=[O:17])[NH:12][C:13]=1[CH2:14][CH3:15]. Given the product [ClH:8].[ClH:1].[Cl:8][C:9]1[N:10]=[C:11]([C:16]([NH:18][C@H:19]2[CH2:24][CH2:23][N:22]([C:25]3[S:26][C:27]([C:31]([NH:33][CH:34]4[CH2:35][CH2:36][NH:37][CH2:38][CH2:39]4)=[O:32])=[C:28]([CH3:30])[N:29]=3)[CH2:21][C@H:20]2[O:47][CH3:48])=[O:17])[NH:12][C:13]=1[CH2:14][CH3:15], predict the reactants needed to synthesize it. (2) Given the product [C:2]([C:5]1[CH:17]=[CH:16][C:8]([C:9]([O:11][C:12]([CH3:14])([CH3:13])[CH3:15])=[O:10])=[CH:7][CH:6]=1)(=[O:1])[CH:3]=[CH2:4], predict the reactants needed to synthesize it. The reactants are: [OH:1][CH:2]([C:5]1[CH:17]=[CH:16][C:8]([C:9]([O:11][C:12]([CH3:15])([CH3:14])[CH3:13])=[O:10])=[CH:7][CH:6]=1)[CH:3]=[CH2:4].[Cr](O[Cr]([O-])(=O)=O)([O-])(=O)=O.[NH+]1C=CC=CC=1.[NH+]1C=CC=CC=1.